Dataset: Forward reaction prediction with 1.9M reactions from USPTO patents (1976-2016). Task: Predict the product of the given reaction. (1) Given the reactants [CH3:1][O:2][C:3]([C:5]1([NH:18][C:19](=[O:28])[C:20]2[CH:25]=[CH:24][CH:23]=[C:22]([CH3:26])[C:21]=2[OH:27])[CH2:16][C:15]2[C:17]3[C:11]([CH:12]=[CH:13][CH:14]=2)=[CH:10][CH:9]=[CH:8][C:7]=3[CH2:6]1)=[O:4].[C:29]([O-])([O-])=O.[Cs+].[Cs+].Br[CH2:36][CH:37]=[CH2:38], predict the reaction product. The product is: [CH2:1]([O:2][C:3]([C:5]1([NH:18][C:19](=[O:28])[C:20]2[CH:25]=[CH:24][CH:23]=[C:22]([CH3:26])[C:21]=2[O:27][CH2:36][CH:37]=[CH2:38])[CH2:6][C:7]2[C:17]3[C:11]([CH:10]=[CH:9][CH:8]=2)=[CH:12][CH:13]=[CH:14][C:15]=3[CH2:16]1)=[O:4])[CH3:29]. (2) Given the reactants [F:1][C:2]1[CH:7]=[C:6]([C:8]2[N:9]=[CH:10][S:11][CH:12]=2)[CH:5]=[CH:4][C:3]=1[OH:13].C(N(CC)CC)C.[F:21][C:22]([F:35])([F:34])[S:23](O[S:23]([C:22]([F:35])([F:34])[F:21])(=[O:25])=[O:24])(=[O:25])=[O:24], predict the reaction product. The product is: [F:21][C:22]([F:35])([F:34])[S:23]([O:13][C:3]1[CH:4]=[CH:5][C:6]([C:8]2[N:9]=[CH:10][S:11][CH:12]=2)=[CH:7][C:2]=1[F:1])(=[O:25])=[O:24]. (3) Given the reactants [CH3:1][C:2]1[CH:16]=[CH:15][C:5]2[N:6]=[C:7]([C:9]3[CH:14]=[CH:13][CH:12]=[CH:11][CH:10]=3)[S:8][C:4]=2[CH:3]=1.C1C(=O)N([Br:24])C(=O)C1.CC(N=NC(C#N)(C)C)(C#N)C.C(Cl)(Cl)(Cl)Cl, predict the reaction product. The product is: [Br:24][CH2:1][C:2]1[CH:16]=[CH:15][C:5]2[N:6]=[C:7]([C:9]3[CH:14]=[CH:13][CH:12]=[CH:11][CH:10]=3)[S:8][C:4]=2[CH:3]=1.